From a dataset of Forward reaction prediction with 1.9M reactions from USPTO patents (1976-2016). Predict the product of the given reaction. (1) The product is: [CH2:1]([O:8][CH2:9][C:10]([C:13]1[N:31]=[C:16]2[C:17]([C:29]#[N:30])=[C:18]([CH3:28])[C:19]([C:22]3[CH:27]=[CH:26][CH:25]=[CH:24][CH:23]=3)=[C:20]([Cl:34])[N:15]2[N:14]=1)([CH3:12])[CH3:11])[C:2]1[CH:7]=[CH:6][CH:5]=[CH:4][CH:3]=1. Given the reactants [CH2:1]([O:8][CH2:9][C:10]([C:13]1[NH:31][C:16]2=[C:17]([C:29]#[N:30])[C:18]([CH3:28])=[C:19]([C:22]3[CH:27]=[CH:26][CH:25]=[CH:24][CH:23]=3)[C:20](=O)[N:15]2[N:14]=1)([CH3:12])[CH3:11])[C:2]1[CH:7]=[CH:6][CH:5]=[CH:4][CH:3]=1.P(Cl)(Cl)([Cl:34])=O, predict the reaction product. (2) The product is: [CH:1]1([CH2:4][NH:5][C:13]2[C:14]([CH2:35][O:36][CH3:37])=[N:15][N:16]3[C:21]([C:22]4[C:23]([O:33][CH3:34])=[CH:24][C:25]([CH2:30][O:31][CH3:32])=[CH:26][C:27]=4[O:28][CH3:29])=[CH:20][CH:19]=[CH:18][C:17]=23)[CH2:3][CH2:2]1. Given the reactants [CH:1]1([CH2:4][N:5]([C:13]2[C:14]([CH2:35][O:36][CH3:37])=[N:15][N:16]3[C:21]([C:22]4[C:27]([O:28][CH3:29])=[CH:26][C:25]([CH2:30][O:31][CH3:32])=[CH:24][C:23]=4[O:33][CH3:34])=[CH:20][CH:19]=[CH:18][C:17]=23)C(=O)OC(C)(C)C)[CH2:3][CH2:2]1.Cl.[OH-].[Na+], predict the reaction product. (3) The product is: [Cl:1][C:2]1[CH:3]=[C:4]([NH:11][C:12]2[CH:13]=[CH:14][C:15]([C:16]([NH:21][C:22]3[C:23](=[O:35])[N:24]([C:28]4[CH:33]=[CH:32][C:31]([F:34])=[CH:30][CH:29]=4)[CH:25]=[CH:26][CH:27]=3)=[O:18])=[CH:19][CH:20]=2)[C:5]2[N:6]([CH:8]=[CH:9][N:10]=2)[N:7]=1. Given the reactants [Cl:1][C:2]1[CH:3]=[C:4]([NH:11][C:12]2[CH:20]=[CH:19][C:15]([C:16]([OH:18])=O)=[CH:14][CH:13]=2)[C:5]2[N:6]([CH:8]=[CH:9][N:10]=2)[N:7]=1.[NH2:21][C:22]1[C:23](=[O:35])[N:24]([C:28]2[CH:33]=[CH:32][C:31]([F:34])=[CH:30][CH:29]=2)[CH:25]=[CH:26][CH:27]=1.CCN=C=NCCCN(C)C.C1C=CC2N(O)N=NC=2C=1, predict the reaction product. (4) The product is: [I:1][C:2]1[CH:3]=[CH:4][C:5]([C:8]2([CH2:11][N:13]3[CH2:18][CH2:17][O:16][CH2:15][CH2:14]3)[CH2:9][CH2:10]2)=[CH:6][CH:7]=1. Given the reactants [I:1][C:2]1[CH:7]=[CH:6][C:5]([C:8]2([CH:11]=O)[CH2:10][CH2:9]2)=[CH:4][CH:3]=1.[NH:13]1[CH2:18][CH2:17][O:16][CH2:15][CH2:14]1.[BH3-]C#N.[Na+].C(O)(=O)C, predict the reaction product. (5) Given the reactants [OH:1][C:2]1[CH:8]=[C:7]([N+:9]([O-:11])=[O:10])[CH:6]=[CH:5][C:3]=1[NH2:4].[F:12][C:13]([F:25])([F:24])[O:14][C:15]1[CH:20]=[CH:19][CH:18]=[CH:17][C:16]=1[N:21]=[C:22]=[O:23], predict the reaction product. The product is: [OH:1][C:2]1[CH:8]=[C:7]([N+:9]([O-:11])=[O:10])[CH:6]=[CH:5][C:3]=1[NH:4][C:22]([NH:21][C:16]1[CH:17]=[CH:18][CH:19]=[CH:20][C:15]=1[O:14][C:13]([F:12])([F:24])[F:25])=[O:23]. (6) Given the reactants [NH2:1][CH:2]([C:9]1[C:14]([O:15][CH3:16])=[CH:13][CH:12]=[CH:11][C:10]=1[O:17][CH3:18])[CH2:3][CH2:4][C:5]([O:7]C)=O.[N:19]1([C:25]2[N:30]=[C:29]([CH:31]=O)[CH:28]=[CH:27][CH:26]=2)[CH2:24][CH2:23][CH2:22][CH2:21][CH2:20]1, predict the reaction product. The product is: [CH3:18][O:17][C:10]1[CH:11]=[CH:12][CH:13]=[C:14]([O:15][CH3:16])[C:9]=1[CH:2]1[N:1]([CH2:31][C:29]2[CH:28]=[CH:27][CH:26]=[C:25]([N:19]3[CH2:24][CH2:23][CH2:22][CH2:21][CH2:20]3)[N:30]=2)[C:5](=[O:7])[CH2:4][CH2:3]1.